From a dataset of Full USPTO retrosynthesis dataset with 1.9M reactions from patents (1976-2016). Predict the reactants needed to synthesize the given product. (1) The reactants are: [F:1][C:2]1[CH:7]=[C:6]([O:8]C)[CH:5]=[CH:4][C:3]=1[C:10]1[N:11]=[N:12][C:13]([O:16][CH:17]2[CH2:22][C:21]([CH3:24])([CH3:23])[NH:20][C:19]([CH3:26])([CH3:25])[CH2:18]2)=[CH:14][CH:15]=1.B(Br)(Br)Br. Given the product [F:1][C:2]1[CH:7]=[C:6]([OH:8])[CH:5]=[CH:4][C:3]=1[C:10]1[N:11]=[N:12][C:13]([O:16][CH:17]2[CH2:18][C:19]([CH3:25])([CH3:26])[NH:20][C:21]([CH3:24])([CH3:23])[CH2:22]2)=[CH:14][CH:15]=1, predict the reactants needed to synthesize it. (2) Given the product [CH3:1][O:2][C:3]([C:4]1[N:21]=[C:20]([CH:17]2[CH2:19][CH2:18]2)[S:22][C:5]=1[C:6]1[CH:11]=[CH:10][CH:9]=[C:8]([O:12][CH3:13])[CH:7]=1)=[O:16], predict the reactants needed to synthesize it. The reactants are: [CH3:1][O:2][C:3](=[O:16])[C:4](=O)[CH:5](Cl)[C:6]1[CH:11]=[CH:10][CH:9]=[C:8]([O:12][CH3:13])[CH:7]=1.[CH:17]1([C:20](=[S:22])[NH2:21])[CH2:19][CH2:18]1. (3) Given the product [C:24]([O:23][C:21]([N:28]1[CH2:33][CH2:32][N:31]([C:2]2[C:3]3[CH:10]([CH3:11])[CH2:9][NH:8][C:4]=3[N:5]=[CH:6][N:7]=2)[CH2:30][CH2:29]1)=[O:22])([CH3:27])([CH3:25])[CH3:26], predict the reactants needed to synthesize it. The reactants are: Cl[C:2]1[C:3]2[CH:10]([CH3:11])[CH2:9][N:8](CC3C=CC(OC)=CC=3)[C:4]=2[N:5]=[CH:6][N:7]=1.[C:21]([N:28]1[CH2:33][CH2:32][NH:31][CH2:30][CH2:29]1)([O:23][C:24]([CH3:27])([CH3:26])[CH3:25])=[O:22].C(O[K])(C)(C)C.C(OCC)(=O)C.